Dataset: Reaction yield outcomes from USPTO patents with 853,638 reactions. Task: Predict the reaction yield, written as a fraction of the theoretical maximum amount of product (1.0 means a 100% yield; for example, 0.34 means a 34% yield). The reactants are [N+:1]([C:4]1[CH:5]=[CH:6][C:7]([B:14]2[O:18][C:17]([CH3:20])([CH3:19])[C:16]([CH3:22])([CH3:21])[O:15]2)=[C:8]([CH:13]=1)[C:9](OC)=[O:10])([O-:3])=[O:2].[H-].C([Al+]CC(C)C)C(C)C.CO.Cl. The catalyst is C(Cl)Cl. The product is [N+:1]([C:4]1[CH:5]=[CH:6][C:7]([B:14]2[O:18][C:17]([CH3:20])([CH3:19])[C:16]([CH3:22])([CH3:21])[O:15]2)=[C:8]([CH2:9][OH:10])[CH:13]=1)([O-:3])=[O:2]. The yield is 0.550.